From a dataset of Forward reaction prediction with 1.9M reactions from USPTO patents (1976-2016). Predict the product of the given reaction. (1) Given the reactants [NH2:1][C:2]1[CH:3]=[C:4]2[C:9](=[CH:10][C:11]=1[C:12]([F:15])([F:14])[F:13])[N:8]([C@@H:16]([C:26]([CH3:29])([CH3:28])[CH3:27])[CH2:17][O:18][Si:19]([C:22]([CH3:25])([CH3:24])[CH3:23])([CH3:21])[CH3:20])[CH:7]=[C:6]([C:30]([O:32][CH2:33][CH3:34])=[O:31])[C:5]2=[O:35].[F:36][C:37]1[CH:44]=[C:43]([F:45])[CH:42]=[C:41]([F:46])[C:38]=1[CH:39]=O.[BH3-]C#N.[Na+], predict the reaction product. The product is: [Si:19]([O:18][CH2:17][C@@H:16]([N:8]1[C:9]2[C:4](=[CH:3][C:2]([NH:1][CH2:39][C:38]3[C:37]([F:36])=[CH:44][C:43]([F:45])=[CH:42][C:41]=3[F:46])=[C:11]([C:12]([F:13])([F:14])[F:15])[CH:10]=2)[C:5](=[O:35])[C:6]([C:30]([O:32][CH2:33][CH3:34])=[O:31])=[CH:7]1)[C:26]([CH3:27])([CH3:28])[CH3:29])([C:22]([CH3:24])([CH3:25])[CH3:23])([CH3:20])[CH3:21]. (2) Given the reactants [CH2:1]([O:8][C:9]1[N:14]=[CH:13][N:12]([CH2:15][C:16]([C:18]2[CH:23]=[CH:22][C:21]([CH2:24]O)=[CH:20][CH:19]=2)=[O:17])[C:11](=[O:26])[CH:10]=1)[C:2]1[CH:7]=[CH:6][CH:5]=[CH:4][CH:3]=1.P(Br)(Br)[Br:28], predict the reaction product. The product is: [CH2:1]([O:8][C:9]1[N:14]=[CH:13][N:12]([CH2:15][C:16]([C:18]2[CH:23]=[CH:22][C:21]([CH2:24][Br:28])=[CH:20][CH:19]=2)=[O:17])[C:11](=[O:26])[CH:10]=1)[C:2]1[CH:7]=[CH:6][CH:5]=[CH:4][CH:3]=1. (3) The product is: [CH3:30][N:31]([CH3:35])[CH2:32][CH2:33][NH:34][C:27]([C:23]1[C:24]2[C:19](=[N:18][C:17]3[C:26]([N:25]=2)=[C:13]2[CH:12]=[CH:11][CH:10]=[C:9]([O:8][CH2:1][C:2]4[CH:7]=[CH:6][CH:5]=[CH:4][CH:3]=4)[C:14]2=[CH:15][CH:16]=3)[CH:20]=[CH:21][CH:22]=1)=[O:29]. Given the reactants [CH2:1]([O:8][C:9]1[C:14]2=[CH:15][CH:16]=[C:17]3[C:26]([N:25]=[C:24]4[C:19]([CH:20]=[CH:21][CH:22]=[C:23]4[C:27]([OH:29])=O)=[N:18]3)=[C:13]2[CH:12]=[CH:11][CH:10]=1)[C:2]1[CH:7]=[CH:6][CH:5]=[CH:4][CH:3]=1.[CH3:30][N:31]([CH3:35])[CH2:32][CH2:33][NH2:34], predict the reaction product. (4) Given the reactants N1CCNC1=[N:6][C:7]1C=CC2OCCN(C)[C:11]=2[CH:17]=1.[C:31]1(P([C:31]2[CH:36]=[CH:35][CH:34]=[CH:33][CH:32]=2)[C:31]2[CH:36]=[CH:35][CH:34]=[CH:33][CH:32]=2)[CH:36]=[CH:35][CH:34]=[CH:33][CH:32]=1.[C:37]1(=[O:47])[NH:41][C:40](=[O:42])[C:39]2=[CH:43][CH:44]=[CH:45][CH:46]=[C:38]12.[N:48](C(OCC)=O)=[N:49]C(OCC)=O.[CH2:60]1[CH2:64]O[CH2:62][CH2:61]1, predict the reaction product. The product is: [N:6]([CH2:7][CH:17]([N:41]1[C:37](=[O:47])[C:38]2[C:39](=[CH:43][CH:44]=[CH:45][CH:46]=2)[C:40]1=[O:42])[CH2:11][CH:31]1[CH2:32][CH2:33][C:34]2[C:35](=[CH:62][CH:61]=[CH:60][CH:64]=2)[CH2:36]1)=[N+:48]=[N-:49]. (5) Given the reactants [O:1]=[C:2]1[NH:7][C:6]2[CH:8]=[C:9]([O:12][C@H:13]3[CH2:17][CH2:16][N:15](C(OC(C)(C)C)=O)[CH2:14]3)[CH:10]=[CH:11][C:5]=2[O:4][CH2:3]1.Cl.CCO, predict the reaction product. The product is: [NH:15]1[CH2:16][CH2:17][C@H:13]([O:12][C:9]2[CH:10]=[CH:11][C:5]3[O:4][CH2:3][C:2](=[O:1])[NH:7][C:6]=3[CH:8]=2)[CH2:14]1. (6) Given the reactants [CH2:1]([O:8][C@H:9]1[CH2:13][CH2:12][CH2:11][C@@H:10]1[C:14]1[N:18](C2CCCCO2)[N:17]=[CH:16][CH:15]=1)[C:2]1[CH:7]=[CH:6][CH:5]=[CH:4][CH:3]=1, predict the reaction product. The product is: [CH2:1]([O:8][C@H:9]1[CH2:13][CH2:12][CH2:11][C@@H:10]1[C:14]1[NH:18][N:17]=[CH:16][CH:15]=1)[C:2]1[CH:3]=[CH:4][CH:5]=[CH:6][CH:7]=1. (7) Given the reactants CN(C=O)C.[N+:6]([C:9]1[CH:10]=[N:11][NH:12][CH:13]=1)([O-:8])=[O:7].C(=O)([O-])[O-].[K+].[K+].Br[CH2:21][CH:22]([CH3:24])[CH3:23], predict the reaction product. The product is: [CH3:21][CH:22]([CH3:24])[CH2:23][N:11]1[CH:10]=[C:9]([N+:6]([O-:8])=[O:7])[CH:13]=[N:12]1.